This data is from NCI-60 drug combinations with 297,098 pairs across 59 cell lines. The task is: Regression. Given two drug SMILES strings and cell line genomic features, predict the synergy score measuring deviation from expected non-interaction effect. (1) Drug 1: CN1CCC(CC1)COC2=C(C=C3C(=C2)N=CN=C3NC4=C(C=C(C=C4)Br)F)OC. Drug 2: CC12CCC3C(C1CCC2=O)CC(=C)C4=CC(=O)C=CC34C. Cell line: KM12. Synergy scores: CSS=26.0, Synergy_ZIP=2.43, Synergy_Bliss=2.76, Synergy_Loewe=-5.52, Synergy_HSA=0.529. (2) Drug 1: CC1(CCCN1)C2=NC3=C(C=CC=C3N2)C(=O)N. Drug 2: CCC1(C2=C(COC1=O)C(=O)N3CC4=CC5=C(C=CC(=C5CN(C)C)O)N=C4C3=C2)O. Cell line: T-47D. Synergy scores: CSS=47.7, Synergy_ZIP=8.90, Synergy_Bliss=8.96, Synergy_Loewe=-4.74, Synergy_HSA=7.68. (3) Drug 1: CC1=C(C=C(C=C1)C(=O)NC2=CC(=CC(=C2)C(F)(F)F)N3C=C(N=C3)C)NC4=NC=CC(=N4)C5=CN=CC=C5. Drug 2: C1=NC2=C(N=C(N=C2N1C3C(C(C(O3)CO)O)F)Cl)N. Cell line: NCIH23. Synergy scores: CSS=11.8, Synergy_ZIP=0.316, Synergy_Bliss=2.10, Synergy_Loewe=-31.0, Synergy_HSA=-6.67. (4) Drug 1: COC1=C(C=C2C(=C1)N=CN=C2NC3=CC(=C(C=C3)F)Cl)OCCCN4CCOCC4. Drug 2: COC1=NC(=NC2=C1N=CN2C3C(C(C(O3)CO)O)O)N. Cell line: MCF7. Synergy scores: CSS=7.95, Synergy_ZIP=4.57, Synergy_Bliss=2.50, Synergy_Loewe=-5.08, Synergy_HSA=-0.248. (5) Drug 1: CC1=C2C(C(=O)C3(C(CC4C(C3C(C(C2(C)C)(CC1OC(=O)C(C(C5=CC=CC=C5)NC(=O)OC(C)(C)C)O)O)OC(=O)C6=CC=CC=C6)(CO4)OC(=O)C)OC)C)OC. Drug 2: CC1C(C(CC(O1)OC2CC(CC3=C2C(=C4C(=C3O)C(=O)C5=C(C4=O)C(=CC=C5)OC)O)(C(=O)CO)O)N)O.Cl. Cell line: HCT116. Synergy scores: CSS=46.7, Synergy_ZIP=-13.1, Synergy_Bliss=-15.3, Synergy_Loewe=-5.54, Synergy_HSA=-4.51. (6) Drug 1: C1C(C(OC1N2C=C(C(=O)NC2=O)F)CO)O. Drug 2: CC1CCC2CC(C(=CC=CC=CC(CC(C(=O)C(C(C(=CC(C(=O)CC(OC(=O)C3CCCCN3C(=O)C(=O)C1(O2)O)C(C)CC4CCC(C(C4)OC)O)C)C)O)OC)C)C)C)OC. Cell line: SR. Synergy scores: CSS=25.8, Synergy_ZIP=6.00, Synergy_Bliss=7.58, Synergy_Loewe=-13.0, Synergy_HSA=2.11. (7) Drug 1: CC1=CC2C(CCC3(C2CCC3(C(=O)C)OC(=O)C)C)C4(C1=CC(=O)CC4)C. Drug 2: CN1C2=C(C=C(C=C2)N(CCCl)CCCl)N=C1CCCC(=O)O.Cl. Cell line: UO-31. Synergy scores: CSS=2.73, Synergy_ZIP=-2.69, Synergy_Bliss=-3.44, Synergy_Loewe=-3.23, Synergy_HSA=-2.48.